From a dataset of Oral bioavailability binary classification data from Ma et al.. Regression/Classification. Given a drug SMILES string, predict its absorption, distribution, metabolism, or excretion properties. Task type varies by dataset: regression for continuous measurements (e.g., permeability, clearance, half-life) or binary classification for categorical outcomes (e.g., BBB penetration, CYP inhibition). Dataset: bioavailability_ma. (1) The molecule is OC(CCN1CCCCC1)(c1ccccc1)C1CC2C=CC1C2. The result is 1 (high bioavailability). (2) The molecule is CCn1cc(C(=O)O)c(=O)c2cc(F)c(N3CCN(C)CC3)cc21. The result is 1 (high bioavailability). (3) The drug is COc1ccc2c(c1)N(C[C@H](C)CN(C)C)c1ccccc1S2. The result is 1 (high bioavailability). (4) The molecule is NCCCC[C@H](N[C@@H](CCc1ccccc1)C(=O)O)C(=O)N1CCC[C@H]1C(=O)O. The result is 1 (high bioavailability). (5) The drug is Cc1[nH]c(=O)c(C#N)cc1-c1ccncc1. The result is 1 (high bioavailability).